Dataset: Full USPTO retrosynthesis dataset with 1.9M reactions from patents (1976-2016). Task: Predict the reactants needed to synthesize the given product. (1) Given the product [Cl:1][C:2]1[C:7]([CH3:8])=[CH:6][C:5]2[NH:9][C:12](=[O:11])[NH:10][C:4]=2[CH:3]=1, predict the reactants needed to synthesize it. The reactants are: [Cl:1][C:2]1[CH:3]=[C:4]([NH2:10])[C:5]([NH2:9])=[CH:6][C:7]=1[CH3:8].[O:11]1CCC[CH2:12]1. (2) Given the product [CH3:1][O:2][C:3]1[CH:4]=[C:5]([CH:6]=[C:7]([C:9]([C:12]2[CH:17]=[CH:16][CH:15]=[C:14]([O:18][C:19]([F:20])([F:21])[F:22])[CH:13]=2)([CH3:11])[CH3:10])[CH:8]=1)[NH2:23], predict the reactants needed to synthesize it. The reactants are: [CH3:1][O:2][C:3]1[CH:8]=[C:7]([C:9]([C:12]2[CH:17]=[CH:16][CH:15]=[C:14]([O:18][C:19]([F:22])([F:21])[F:20])[CH:13]=2)([CH3:11])[CH3:10])[CH:6]=[C:5]([N+:23]([O-])=O)[CH:4]=1. (3) Given the product [S:8]([O-:11])([O-:10])=[O:9].[Ca+2:2].[S:8]([O-:6])([O-:11])(=[O:10])=[O:9].[Ca+2:2], predict the reactants needed to synthesize it. The reactants are: [OH-].[Ca+2:2].[OH-].[Ca].S(=O)=[O:6].[S:8](=[O:11])(=[O:10])=[O:9]. (4) Given the product [N:25]1([C:28]2[C:33]([NH:34][C:2]3[C:11]4[C:6](=[CH:7][C:8]([F:13])=[CH:9][C:10]=4[F:12])[N:5]=[C:4]([C:14]4[CH:19]=[CH:18][CH:17]=[CH:16][N:15]=4)[C:3]=3[CH2:20][CH3:21])=[CH:32][C:31]([N:35]3[CH2:36][CH2:37][O:38][CH2:39][CH2:40]3)=[CH:30][N:29]=2)[CH2:24][CH2:23][O:22][CH2:27][CH2:26]1, predict the reactants needed to synthesize it. The reactants are: Cl[C:2]1[C:11]2[C:6](=[CH:7][C:8]([F:13])=[CH:9][C:10]=2[F:12])[N:5]=[C:4]([C:14]2[CH:19]=[CH:18][CH:17]=[CH:16][N:15]=2)[C:3]=1[CH2:20][CH3:21].[O:22]1[CH2:27][CH2:26][N:25]([C:28]2[C:33]([NH2:34])=[CH:32][C:31]([N:35]3[CH2:40][CH2:39][O:38][CH2:37][CH2:36]3)=[CH:30][N:29]=2)[CH2:24][CH2:23]1. (5) Given the product [Cl:8][C:7]1[N:6]=[C:5]([CH3:9])[N:4]=[C:3]([NH2:11])[C:2]=1[NH2:1], predict the reactants needed to synthesize it. The reactants are: [NH2:1][C:2]1[C:3](Cl)=[N:4][C:5]([CH3:9])=[N:6][C:7]=1[Cl:8].[NH3:11]. (6) Given the product [Cl:1][C:2]1[CH:7]=[CH:6][C:5]([C:8]2[CH:9]=[C:10]([C:23]([OH:25])=[O:24])[S:11][C:12]=2[C:13]2[CH:18]=[CH:17][C:16]([Cl:19])=[CH:15][C:14]=2[CH:20]([CH3:22])[CH3:21])=[C:4]([CH:28]([CH3:30])[CH3:29])[CH:3]=1, predict the reactants needed to synthesize it. The reactants are: [Cl:1][C:2]1[CH:7]=[CH:6][C:5]([C:8]2[CH:9]=[C:10]([C:23]([O:25]CC)=[O:24])[S:11][C:12]=2[C:13]2[CH:18]=[CH:17][C:16]([Cl:19])=[CH:15][C:14]=2[CH:20]([CH3:22])[CH3:21])=[C:4]([CH:28]([CH3:30])[CH3:29])[CH:3]=1.[Li+].[OH-].